This data is from Catalyst prediction with 721,799 reactions and 888 catalyst types from USPTO. The task is: Predict which catalyst facilitates the given reaction. (1) Reactant: C(OC([NH:8][C@@H:9]([CH:40]([CH3:42])[CH3:41])[C:10]([O:12][C:13]1[CH:18]=[CH:17][C:16]([C@@H:19]2[CH2:24][CH2:23][N:22]([C@@H:25]3[CH2:29][CH2:28][N:27]([CH2:30][C:31]4[CH:36]=[CH:35][C:34]([CH3:37])=[CH:33][CH:32]=4)[C:26]3=[O:38])[CH2:21][C@H:20]2[F:39])=[CH:15][CH:14]=1)=[O:11])=O)(C)(C)C.[ClH:43].C(OCC)C. Product: [ClH:43].[NH2:8][C@@H:9]([CH:40]([CH3:42])[CH3:41])[C:10]([O:12][C:13]1[CH:18]=[CH:17][C:16]([C@@H:19]2[CH2:24][CH2:23][N:22]([C@@H:25]3[CH2:29][CH2:28][N:27]([CH2:30][C:31]4[CH:32]=[CH:33][C:34]([CH3:37])=[CH:35][CH:36]=4)[C:26]3=[O:38])[CH2:21][C@H:20]2[F:39])=[CH:15][CH:14]=1)=[O:11]. The catalyst class is: 2. (2) Product: [CH:1]1([NH:7][C:8]2[N:13]3[N:14]=[C:15]([NH:17][C:35]([NH:34][CH2:37][CH3:38])=[O:36])[N:16]=[C:12]3[CH:11]=[C:10]([C:18]3[CH:19]=[N:20][CH:21]=[CH:22][CH:23]=3)[CH:9]=2)[CH2:2][CH2:3][CH2:4][CH2:5][CH2:6]1. The catalyst class is: 198. Reactant: [CH:1]1([NH:7][C:8]2[N:13]3[N:14]=[C:15]([NH2:17])[N:16]=[C:12]3[CH:11]=[C:10]([C:18]3[CH:19]=[N:20][CH:21]=[CH:22][CH:23]=3)[CH:9]=2)[CH2:6][CH2:5][CH2:4][CH2:3][CH2:2]1.S([N:34]=[C:35]=[O:36])(C1C=CC(C)=CC=1)(=O)=O.[CH2:37](N)[CH3:38].